This data is from Forward reaction prediction with 1.9M reactions from USPTO patents (1976-2016). The task is: Predict the product of the given reaction. (1) Given the reactants [C:1]([O:4][C:5]([CH3:15])([CH2:8][CH2:9][CH:10]([CH3:14])[CH:11]([CH3:13])[CH3:12])[C:6]#[CH:7])(=[O:3])[CH3:2].C(SCCO)CSCCO.[H][H], predict the reaction product. The product is: [C:1]([O:4][C:5]([CH3:15])([CH2:8][CH2:9][CH:10]([CH3:14])[CH:11]([CH3:12])[CH3:13])[CH:6]=[CH2:7])(=[O:3])[CH3:2]. (2) Given the reactants I[C:2]1[CH:29]=[CH:28][C:5]2[N:6]([CH2:9][C:10]3[CH:15]=[CH:14][C:13]([O:16][CH2:17][C:18]4[CH:19]=[N:20][C:21]([O:24][CH3:25])=[CH:22][CH:23]=4)=[C:12]([O:26][CH3:27])[CH:11]=3)[CH:7]=[N:8][C:4]=2[CH:3]=1.Cl.[C:31]([C:33]1([OH:39])[CH2:38][CH2:37][CH2:36][NH:35][CH2:34]1)#[CH:32], predict the reaction product. The product is: [CH3:27][O:26][C:12]1[CH:11]=[C:10]([CH:15]=[CH:14][C:13]=1[O:16][CH2:17][C:18]1[CH:19]=[N:20][C:21]([O:24][CH3:25])=[CH:22][CH:23]=1)[CH2:9][N:6]1[C:5]2[CH:28]=[CH:29][C:2]([C:32]3[N:35]4[CH2:34][C:33]([OH:39])([CH2:38][CH2:37][CH2:36]4)[CH:31]=3)=[CH:3][C:4]=2[N:8]=[CH:7]1.